Dataset: Forward reaction prediction with 1.9M reactions from USPTO patents (1976-2016). Task: Predict the product of the given reaction. (1) Given the reactants [CH3:1][C:2]1[S:6][C:5]([NH:7][C:8]([C:10]2[CH:11]=[CH:12][C:13](N3CCC(C4C=CC=C(C(F)(F)F)C=4)CC3)=[N:14][CH:15]=2)=[O:9])=[N:4][C:3]=1[C:32]1[CH:37]=[CH:36][CH:35]=[CH:34][CH:33]=1.CC1SC(NC(C2C=CC(NC3CCN(C(O)=O)C3)=NC=2)=O)=NC=1C1C=CC=CC=1.ClC1C=CC(C(NC2SC(C)=C(C3C=CC=CC=3)N=2)=O)=CN=1.[C:90]([O:94][C:95]([N:97]1[CH2:101][CH2:100][CH:99]([NH2:102])[CH2:98]1)=[O:96])([CH3:93])([CH3:92])[CH3:91], predict the reaction product. The product is: [C:90]([O:94][C:95]([N:97]1[CH2:101][CH2:100][CH:99]([NH:102][C:13]2[CH:12]=[CH:11][C:10]([C:8](=[O:9])[NH:7][C:5]3[S:6][C:2]([CH3:1])=[C:3]([C:32]4[CH:33]=[CH:34][CH:35]=[CH:36][CH:37]=4)[N:4]=3)=[CH:15][N:14]=2)[CH2:98]1)=[O:96])([CH3:93])([CH3:91])[CH3:92]. (2) Given the reactants C(Cl)(Cl)Cl.C[O:6][C:7]1[C:16]([O:17][CH3:18])=[C:15]([O:19]C)[CH:14]=[C:13]2[C:8]=1[CH2:9][CH2:10][C:11](=O)[O:12]2.[Si](I)(C)(C)C.C(OCC)(=[O:29])C, predict the reaction product. The product is: [OH:6][C:7]1[C:16]([O:17][CH3:18])=[C:15]([OH:19])[CH:14]=[C:13]2[C:8]=1[C:9](=[O:29])[CH2:10][CH2:11][O:12]2. (3) Given the reactants [NH2:1][C:2]1[N:10]=[C:9]2[C:5]([N:6]=[C:7]([CH2:11][CH2:12][CH:13]([NH2:37])[C:14](=[O:36])[CH2:15][CH2:16][CH2:17][CH2:18][CH2:19][NH:20][C:21](=[O:35])[CH2:22][CH2:23][CH2:24][CH2:25][C@H:26]3[C@@H:34]4[C@@H:29]([NH:30][C:31]([NH:33]4)=[O:32])[CH2:28][S:27]3)[NH:8]2)=[C:4]([O:38][CH2:39][C:40]2[CH:53]=[CH:52][C:43]([CH2:44][NH:45]C(=O)C(F)(F)F)=[CH:42][CH:41]=2)[N:3]=1.CN, predict the reaction product. The product is: [NH2:1][C:2]1[N:10]=[C:9]2[C:5]([N:6]=[C:7]([CH2:11][CH2:12][CH:13]([NH2:37])[C:14](=[O:36])[CH2:15][CH2:16][CH2:17][CH2:18][CH2:19][NH:20][C:21](=[O:35])[CH2:22][CH2:23][CH2:24][CH2:25][C@H:26]3[C@@H:34]4[C@@H:29]([NH:30][C:31]([NH:33]4)=[O:32])[CH2:28][S:27]3)[NH:8]2)=[C:4]([O:38][CH2:39][C:40]2[CH:41]=[CH:42][C:43]([CH2:44][NH2:45])=[CH:52][CH:53]=2)[N:3]=1. (4) Given the reactants CN(C=O)C.[CH2:6]([O:13][C:14]1[C:22]([O:23][CH3:24])=[CH:21][C:17]([C:18]([OH:20])=O)=[C:16]([N+:25]([O-:27])=[O:26])[CH:15]=1)[C:7]1[CH:12]=[CH:11][CH:10]=[CH:9][CH:8]=1.C(Cl)(=O)C(Cl)=O.Cl.[CH3:35][O:36][C:37](=[O:44])[C@@H:38]1[CH2:42][C:41](=[CH2:43])[CH2:40][NH:39]1, predict the reaction product. The product is: [CH2:6]([O:13][C:14]1[C:22]([O:23][CH3:24])=[CH:21][C:17]([C:18]([N:39]2[CH2:40][C:41](=[CH2:43])[CH2:42][C@H:38]2[C:37]([O:36][CH3:35])=[O:44])=[O:20])=[C:16]([N+:25]([O-:27])=[O:26])[CH:15]=1)[C:7]1[CH:8]=[CH:9][CH:10]=[CH:11][CH:12]=1. (5) Given the reactants CS(O[CH2:6][C:7]1([CH3:18])[O:11][C:10]2=[N:12][C:13]([N+:15]([O-:17])=[O:16])=[CH:14][N:9]2[CH2:8]1)(=O)=O.[Br:19][C:20]1[CH:25]=[CH:24][C:23]([C:26]2[O:30][C:29](=[O:31])[NH:28][N:27]=2)=[CH:22][CH:21]=1.C(=O)([O-])[O-].[K+].[K+].[I-].[Na+], predict the reaction product. The product is: [Br:19][C:20]1[CH:21]=[CH:22][C:23]([C:26]2[O:30][C:29](=[O:31])[N:28]([CH2:6][C:7]3([CH3:18])[O:11][C:10]4=[N:12][C:13]([N+:15]([O-:17])=[O:16])=[CH:14][N:9]4[CH2:8]3)[N:27]=2)=[CH:24][CH:25]=1. (6) Given the reactants [CH2:1]([CH:8]1[CH2:13][CH2:12][N:11]([C:14](=[O:18])[C:15]([OH:17])=O)[CH2:10][CH2:9]1)[C:2]1[CH:7]=[CH:6][CH:5]=[CH:4][CH:3]=1.[NH2:19][C:20]1[CH:21]=[C:22]([OH:26])[CH:23]=[CH:24][CH:25]=1, predict the reaction product. The product is: [CH2:1]([CH:8]1[CH2:9][CH2:10][N:11]([C:14](=[O:18])[C:15]([NH:19][C:20]2[CH:25]=[CH:24][CH:23]=[C:22]([OH:26])[CH:21]=2)=[O:17])[CH2:12][CH2:13]1)[C:2]1[CH:3]=[CH:4][CH:5]=[CH:6][CH:7]=1. (7) Given the reactants [Cl:1][C:2]1[CH:7]=[CH:6][C:5]([CH:8]2[CH2:11][CH2:10][C:9]2=[N:12]O)=[CH:4][CH:3]=1.[BH4-].[Na+], predict the reaction product. The product is: [Cl:1][C:2]1[CH:3]=[CH:4][C:5]([CH:8]2[CH2:11][CH2:10][CH:9]2[NH2:12])=[CH:6][CH:7]=1.